This data is from Full USPTO retrosynthesis dataset with 1.9M reactions from patents (1976-2016). The task is: Predict the reactants needed to synthesize the given product. (1) Given the product [CH3:12][CH:10]([CH3:11])[CH2:9][CH2:8][NH:7][C:5](=[O:6])[C:4]1[CH:3]=[C:2]([NH:1][C:20](=[O:21])[CH2:19][CH:18]([CH3:23])[CH3:17])[CH:15]=[C:14]([NH:16][C:29](=[O:30])[CH2:28][CH:27]([CH3:34])[CH3:26])[CH:13]=1, predict the reactants needed to synthesize it. The reactants are: [NH2:1][C:2]1[CH:3]=[C:4]([CH:13]=[C:14]([NH2:16])[CH:15]=1)[C:5]([NH:7][CH2:8][CH2:9][CH:10]([CH3:12])[CH3:11])=[O:6].[CH3:17][CH:18]([CH3:23])[CH2:19][C:20](Cl)=[O:21].CN1[C:29](=[O:30])[CH2:28][CH2:27][CH2:26]1.[Li+].[Cl-].N1C=CC=C[CH:34]=1. (2) Given the product [CH3:21][O:19][C:16]([C:2]1[CH:3]=[CH:4][C:5]2[C:6]3[C:14](=[O:15])[NH:13][CH:12]=[CH:11][C:7]=3[NH:8][C:9]=2[CH:10]=1)=[O:18], predict the reactants needed to synthesize it. The reactants are: Br[C:2]1[CH:3]=[CH:4][C:5]2[C:6]3[C:14](=[O:15])[NH:13][CH:12]=[CH:11][C:7]=3[NH:8][C:9]=2[CH:10]=1.[C:16]([O-:19])(=[O:18])C.[Na+].[CH3:21]O. (3) The reactants are: Cl[C:2]1[C:7]([NH:8][C:9](=O)[CH3:10])=[CH:6][C:5]([C:12]2[CH:17]=[CH:16][N:15]=[C:14]([S:18][CH3:19])[N:13]=2)=[C:4]([C:20]2[CH:25]=[CH:24][C:23]([F:26])=[CH:22][CH:21]=2)[N:3]=1.P12(SP3(SP(SP(S3)(S1)=S)(=S)S2)=S)=[S:28].O. Given the product [F:26][C:23]1[CH:24]=[CH:25][C:20]([C:4]2[N:3]=[C:2]3[S:28][C:9]([CH3:10])=[N:8][C:7]3=[CH:6][C:5]=2[C:12]2[CH:17]=[CH:16][N:15]=[C:14]([S:18][CH3:19])[N:13]=2)=[CH:21][CH:22]=1, predict the reactants needed to synthesize it.